From a dataset of Forward reaction prediction with 1.9M reactions from USPTO patents (1976-2016). Predict the product of the given reaction. Given the reactants [NH2:1][CH:2]([C:10]1[C:15]([O:16][CH3:17])=[CH:14][CH:13]=[CH:12][C:11]=1[O:18][CH3:19])[CH2:3][CH2:4][CH2:5][C:6]([O:8]C)=O.[F:20][C:21]1[CH:28]=[CH:27][C:26]([C:29]2[CH:34]=[CH:33][CH:32]=[CH:31][N:30]=2)=[CH:25][C:22]=1[CH:23]=O, predict the reaction product. The product is: [CH3:19][O:18][C:11]1[CH:12]=[CH:13][CH:14]=[C:15]([O:16][CH3:17])[C:10]=1[CH:2]1[N:1]([CH2:23][C:22]2[CH:25]=[C:26]([C:29]3[CH:34]=[CH:33][CH:32]=[CH:31][N:30]=3)[CH:27]=[CH:28][C:21]=2[F:20])[C:6](=[O:8])[CH2:5][CH2:4][CH2:3]1.